Dataset: Full USPTO retrosynthesis dataset with 1.9M reactions from patents (1976-2016). Task: Predict the reactants needed to synthesize the given product. (1) Given the product [S:2]([O-:5])(=[O:4])(=[O:3])[CH3:1].[CH3:7][S:8]([OH:11])(=[O:10])=[O:9], predict the reactants needed to synthesize it. The reactants are: [CH3:1][S:2]([OH:5])(=[O:4])=[O:3].O.[CH3:7][S:8]([OH:11])(=[O:10])=[O:9]. (2) Given the product [O-:21][N+:8]1[C:9]2[CH:15]=[C:14]3[CH2:16][CH2:17][CH2:18][CH2:19][CH2:20][C:13]3=[CH:12][C:10]=2[N+:11]([O-:24])=[C:6]([NH:5][CH2:4][CH2:3][N:2]([CH3:22])[CH3:1])[N:7]=1, predict the reactants needed to synthesize it. The reactants are: [CH3:1][N:2]([CH3:22])[CH2:3][CH2:4][NH:5][C:6]1[N:7]=[N+:8]([O-:21])[C:9]2[CH:15]=[C:14]3[CH2:16][CH2:17][CH2:18][CH2:19][CH2:20][C:13]3=[CH:12][C:10]=2[N:11]=1.C[OH:24]. (3) Given the product [Cl:26][C:21]1[CH:22]=[CH:23][CH:24]=[CH:25][C:20]=1[C:17]1[O:18][CH:19]=[C:15]([CH2:14][O:13][C:10]2[CH:11]=[CH:12][C:7]([CH2:6][CH:5]([O:28][CH2:29][CH3:30])[C:4]([OH:31])=[O:3])=[C:8]([CH3:27])[CH:9]=2)[N:16]=1, predict the reactants needed to synthesize it. The reactants are: C([O:3][C:4](=[O:31])[CH:5]([O:28][CH2:29][CH3:30])[CH2:6][C:7]1[CH:12]=[CH:11][C:10]([O:13][CH2:14][C:15]2[N:16]=[C:17]([C:20]3[CH:25]=[CH:24][CH:23]=[CH:22][C:21]=3[Cl:26])[O:18][CH:19]=2)=[CH:9][C:8]=1[CH3:27])C.[Li+].[OH-]. (4) Given the product [OH:19][C:20]1[C:21](=[O:22])[C:13]2[CH:8]3[C:7]([CH3:31])([CH:11]([OH:12])[CH2:10][CH2:9]3)[CH2:6][CH:5]([O:4][C:2](=[O:3])[CH3:1])[C:14]=2[C:15]2([CH3:30])[C:16]=1[C:17](=[CH:18][N:43]1[CH2:42][CH2:41][N:40]([CH2:39][CH2:38][N:35]3[CH2:34][CH2:33][O:32][CH2:37][CH2:36]3)[CH2:45][CH2:44]1)[C:23](=[O:24])[O:25][CH:26]2[CH2:27][O:28][CH3:29], predict the reactants needed to synthesize it. The reactants are: [CH3:1][C:2]([O:4][C@H:5]1[C:14]2[C@@:15]3([CH3:30])[C@@H:26]([CH2:27][O:28][CH3:29])[O:25][C:23](=[O:24])[C:17]4=[CH:18][O:19][C:20]([C:21](=[O:22])[C:13]=2[C@@H:8]2[CH2:9][CH2:10][C@H:11]([OH:12])[C@@:7]2([CH3:31])[CH2:6]1)=[C:16]34)=[O:3].[O:32]1[CH2:37][CH2:36][N:35]([CH2:38][CH2:39][N:40]2[CH2:45][CH2:44][NH:43][CH2:42][CH2:41]2)[CH2:34][CH2:33]1. (5) Given the product [NH2:1][C:2]1[CH:9]=[CH:8][C:7]([CH2:17][C:16]2[CH:19]=[CH:20][C:13]([F:12])=[CH:14][CH:15]=2)=[CH:6][C:3]=1[C:4]#[N:5], predict the reactants needed to synthesize it. The reactants are: [NH2:1][C:2]1[CH:9]=[CH:8][C:7](I)=[CH:6][C:3]=1[C:4]#[N:5].[Cl-].[F:12][C:13]1[CH:20]=[CH:19][C:16]([CH2:17][Zn+])=[CH:15][CH:14]=1.NC1C=CC(CC2C=CC=CC=2)=CC=1C#N. (6) Given the product [Br:1][C:2]1[C:3](=[O:29])[N:4]([C:19]2[C:26]([F:27])=[CH:25][C:22]([C:23]([OH:32])=[O:24])=[CH:21][C:20]=2[F:28])[C:5]([CH3:18])=[CH:6][C:7]=1[O:8][CH2:9][C:10]1[CH:15]=[CH:14][C:13]([F:16])=[CH:12][C:11]=1[F:17], predict the reactants needed to synthesize it. The reactants are: [Br:1][C:2]1[C:3](=[O:29])[N:4]([C:19]2[C:26]([F:27])=[CH:25][C:22]([CH:23]=[O:24])=[CH:21][C:20]=2[F:28])[C:5]([CH3:18])=[CH:6][C:7]=1[O:8][CH2:9][C:10]1[CH:15]=[CH:14][C:13]([F:16])=[CH:12][C:11]=1[F:17].CC(C)=[O:32].OS(O)(=O)=O.O=[Cr](=O)=O.